This data is from Catalyst prediction with 721,799 reactions and 888 catalyst types from USPTO. The task is: Predict which catalyst facilitates the given reaction. Reactant: C(C1C=CC=C(CC2C=CC=CC=2)C=1O)C=C.C(=O)([O-])[O-].[K+].[K+].[CH2:24](Br)[C:25]1[CH:30]=[CH:29][CH:28]=[CH:27][CH:26]=1.C(C1C=CC(OC)=CC=1OCC1C=CC=CC=1)C=C.C(C1C=CC=C(CC2C=CC=CC=2)C=1OCC1C=CC=CC=1)C=C.[CH2:75]([O:82][C:83]1[CH:88]=[C:87](OC)[CH:86]=[CH:85][C:84]=1[CH2:91][CH:92]([OH:95])[CH2:93][OH:94])[C:76]1[CH:81]=[CH:80][CH:79]=[CH:78][CH:77]=1. Product: [CH2:24]([C:88]1[C:83]([O:82][CH2:75][C:76]2[CH:77]=[CH:78][CH:79]=[CH:80][CH:81]=2)=[C:84]([CH2:91][CH:92]([OH:95])[CH2:93][OH:94])[CH:85]=[CH:86][CH:87]=1)[C:25]1[CH:30]=[CH:29][CH:28]=[CH:27][CH:26]=1. The catalyst class is: 682.